Predict the reactants needed to synthesize the given product. From a dataset of Full USPTO retrosynthesis dataset with 1.9M reactions from patents (1976-2016). (1) Given the product [CH:1]1([C:4]2[N:9]=[CH:8][C:7]([C:10]3[CH:15]=[CH:14][N:13]=[C:12]([C:16]([NH:18][C:19]4[CH:24]=[CH:23][CH:22]=[C:21]([C:25]5[N:45]([C@@H:43]([CH3:44])[CH2:42][O:41][CH3:40])[CH:29]=[N:28][N:27]=5)[N:20]=4)=[O:17])[CH:11]=3)=[CH:6][CH:5]=2)[CH2:2][CH2:3]1, predict the reactants needed to synthesize it. The reactants are: [CH:1]1([C:4]2[N:9]=[CH:8][C:7]([C:10]3[CH:15]=[CH:14][N:13]=[C:12]([C:16]([NH:18][C:19]4[CH:24]=[CH:23][CH:22]=[C:21]([C:25]([NH:27][NH2:28])=O)[N:20]=4)=[O:17])[CH:11]=3)=[CH:6][CH:5]=2)[CH2:3][CH2:2]1.[CH3:29]N(C)C=O.CN(C)C(=O)C.[CH3:40][O:41][CH2:42][C@@H:43]([NH2:45])[CH3:44].C(O)(=O)C. (2) Given the product [F:18][C:19]1[CH:26]=[CH:25][C:22]([CH2:23][NH:6][C@@H:5]([CH2:7][CH:8]([CH3:10])[CH3:9])[C:4]([O:3][CH3:2])=[O:11])=[CH:21][CH:20]=1, predict the reactants needed to synthesize it. The reactants are: Cl.[CH3:2][O:3][C:4](=[O:11])[C@H:5]([CH2:7][CH:8]([CH3:10])[CH3:9])[NH2:6].[O-]S([O-])(=O)=O.[Mg+2].[F:18][C:19]1[CH:26]=[CH:25][C:22]([CH:23]=O)=[CH:21][CH:20]=1.CCN(CC)CC.[BH4-].[Na+]. (3) Given the product [F:1][C:2]1[CH:8]=[C:7]([O:9][CH3:10])[CH:6]=[C:5]2[C:3]=1[NH:4][CH:28]=[C:22]([C:23]([O:25][CH2:26][CH3:27])=[O:24])[C:21]2=[O:20], predict the reactants needed to synthesize it. The reactants are: [F:1][C:2]1[CH:8]=[C:7]([O:9][CH3:10])[CH:6]=[CH:5][C:3]=1[NH2:4].NC1C=CC=CC=1.C([O:20][CH:21]=[C:22]([C:28](OCC)=O)[C:23]([O:25][CH2:26][CH3:27])=[O:24])C. (4) Given the product [C:26]([C:28]1[CH:33]=[CH:32][C:31]([C:17]2[S:16][C:15]([CH2:14][O:13][C:10]3[CH:9]=[CH:8][C:7]([CH2:6][C@H:5]([O:22][CH2:23][CH3:24])[C:4]([OH:3])=[O:25])=[CH:12][CH:11]=3)=[C:19]([CH3:20])[CH:18]=2)=[CH:30][CH:29]=1)#[N:27], predict the reactants needed to synthesize it. The reactants are: C([O:3][C:4](=[O:25])[C@@H:5]([O:22][CH2:23][CH3:24])[CH2:6][C:7]1[CH:12]=[CH:11][C:10]([O:13][CH2:14][C:15]2[S:16][C:17](Br)=[CH:18][C:19]=2[CH3:20])=[CH:9][CH:8]=1)C.[C:26]([C:28]1[CH:33]=[CH:32][C:31](B(O)O)=[CH:30][CH:29]=1)#[N:27]. (5) Given the product [C:1]([O:5][C:6](=[O:19])[NH:7][C:8]1[CH:13]=[C:12]([N:14]([CH3:16])[CH3:15])[C:11]([Cl:17])=[CH:10][C:9]=1[NH:18][C:25](=[O:24])[CH2:26][C:27](=[O:39])[C:28]1[CH:33]=[CH:32][CH:31]=[C:30]([N:34]2[CH:38]=[N:37][CH:36]=[N:35]2)[CH:29]=1)([CH3:4])([CH3:2])[CH3:3], predict the reactants needed to synthesize it. The reactants are: [C:1]([O:5][C:6](=[O:19])[NH:7][C:8]1[CH:13]=[C:12]([N:14]([CH3:16])[CH3:15])[C:11]([Cl:17])=[CH:10][C:9]=1[NH2:18])([CH3:4])([CH3:3])[CH3:2].C([O:24][C:25](=O)[CH2:26][C:27](=[O:39])[C:28]1[CH:33]=[CH:32][CH:31]=[C:30]([N:34]2[CH:38]=[N:37][CH:36]=[N:35]2)[CH:29]=1)(C)(C)C. (6) Given the product [Cl:8][C:5]1[CH:6]=[CH:7][C:2]([S:18][C:12]2[CH:17]=[CH:16][CH:15]=[CH:14][CH:13]=2)=[C:3]([N+:9]([O-:11])=[O:10])[CH:4]=1, predict the reactants needed to synthesize it. The reactants are: Cl[C:2]1[CH:7]=[CH:6][C:5]([Cl:8])=[CH:4][C:3]=1[N+:9]([O-:11])=[O:10].[C:12]1([SH:18])[CH:17]=[CH:16][CH:15]=[CH:14][CH:13]=1.[OH-].[Na+]. (7) Given the product [Br:26][C:24]1[C:23]2[C:18](=[CH:19][CH:20]=[CH:21][CH:22]=2)[NH:17][C:16]=1[C:11]1[C:12](=[O:15])[NH:13][N:14]=[C:9]([C:5]2[CH:6]=[C:7]([CH3:8])[C:2]([OH:1])=[C:3]([CH3:25])[CH:4]=2)[CH:10]=1, predict the reactants needed to synthesize it. The reactants are: [OH:1][C:2]1[C:7]([CH3:8])=[CH:6][C:5]([C:9]2[CH:10]=[C:11]([C:16]3[NH:17][C:18]4[C:23]([CH:24]=3)=[CH:22][CH:21]=[CH:20][CH:19]=4)[C:12](=[O:15])[NH:13][N:14]=2)=[CH:4][C:3]=1[CH3:25].[Br:26]N1C(=O)CCC1=O. (8) Given the product [CH3:1][N:2]1[C:7](=[O:8])[CH:6]=[C:5]([C:9]2[CH:14]=[CH:13][N:12]=[CH:11][N:10]=2)[N:4]=[C:3]1[O:15][CH:16]1[CH2:21][CH2:20][CH2:19][N:18]([C:30]([O:32][CH3:33])=[O:31])[CH2:17]1, predict the reactants needed to synthesize it. The reactants are: [CH3:1][N:2]1[C:7](=[O:8])[CH:6]=[C:5]([C:9]2[CH:14]=[CH:13][N:12]=[CH:11][N:10]=2)[N:4]=[C:3]1[O:15][CH:16]1[CH2:21][CH2:20][CH2:19][NH:18][CH2:17]1.C(N(CC)CC)C.Cl[C:30]([O:32][CH3:33])=[O:31].Cl.